From a dataset of Reaction yield outcomes from USPTO patents with 853,638 reactions. Predict the reaction yield, written as a fraction of the theoretical maximum amount of product (1.0 means a 100% yield; for example, 0.34 means a 34% yield). (1) The reactants are [CH3:1][O:2][C:3]1[CH:25]=[CH:24][C:6]([C:7]([CH:9]2[CH2:14][CH2:13][N:12]([CH:15]3[CH2:19][CH2:18][N:17]([CH2:20][C:21]#[N:22])[C:16]3=[O:23])[CH2:11][CH2:10]2)=[O:8])=[CH:5][CH:4]=1.[Cl-:26].[NH4+:27]. The catalyst is CO.C[O-].[Na+]. The product is [ClH:26].[CH3:1][O:2][C:3]1[CH:4]=[CH:5][C:6]([C:7]([CH:9]2[CH2:10][CH2:11][N:12]([CH:15]3[CH2:19][CH2:18][N:17]([CH2:20][C:21](=[NH:27])[NH2:22])[C:16]3=[O:23])[CH2:13][CH2:14]2)=[O:8])=[CH:24][CH:25]=1. The yield is 1.00. (2) The reactants are [NH3:1].C[O:3][C:4](=O)[C@H:5]([CH2:7][CH2:8][S:9][C:10]([F:13])([F:12])[F:11])[NH2:6]. The catalyst is CO. The product is [F:11][C:10]([F:13])([F:12])[S:9][CH2:8][CH2:7][C@@H:5]([C:4]([NH2:1])=[O:3])[NH2:6]. The yield is 0.890. (3) The reactants are [C:1]([C:5]1[O:9][N:8]=[C:7]([NH:10][C:11]([NH:13][C:14]2[CH:19]=[CH:18][CH:17]=[C:16]([O:20][C:21]3[C:30]4[C:25](=[CH:26][C:27]([O:35][CH3:36])=[C:28]([O:31][CH2:32][CH2:33]Cl)[CH:29]=4)[N:24]=[CH:23][N:22]=3)[CH:15]=2)=[O:12])[CH:6]=1)([CH3:4])([CH3:3])[CH3:2].[NH:37]1[CH2:42][CH2:41][O:40][CH2:39][CH2:38]1. No catalyst specified. The product is [C:1]([C:5]1[O:9][N:8]=[C:7]([NH:10][C:11]([NH:13][C:14]2[CH:19]=[CH:18][CH:17]=[C:16]([O:20][C:21]3[C:30]4[C:25](=[CH:26][C:27]([O:35][CH3:36])=[C:28]([O:31][CH2:32][CH2:33][N:37]5[CH2:42][CH2:41][O:40][CH2:39][CH2:38]5)[CH:29]=4)[N:24]=[CH:23][N:22]=3)[CH:15]=2)=[O:12])[CH:6]=1)([CH3:4])([CH3:3])[CH3:2]. The yield is 0.130. (4) The reactants are [C:1]([O:6][CH:7]([CH2:14][CH3:15])[C:8]([C:11]([OH:13])=[O:12])([F:10])[F:9])(=[O:5])[C:2]([CH3:4])=[CH2:3].[OH-].[Na+].[Br-].[C:19]1([S+:25]([C:32]2[CH:37]=[CH:36][CH:35]=[CH:34][CH:33]=2)[C:26]2[CH:31]=[CH:30][CH:29]=[CH:28][CH:27]=2)[CH:24]=[CH:23][CH:22]=[CH:21][CH:20]=1. The catalyst is C(Cl)(Cl)Cl. The product is [F:9][C:8]([F:10])([CH:7]([O:6][C:1](=[O:5])[C:2]([CH3:4])=[CH2:3])[CH2:14][CH3:15])[C:11]([O-:13])=[O:12].[C:32]1([S+:25]([C:19]2[CH:20]=[CH:21][CH:22]=[CH:23][CH:24]=2)[C:26]2[CH:31]=[CH:30][CH:29]=[CH:28][CH:27]=2)[CH:33]=[CH:34][CH:35]=[CH:36][CH:37]=1. The yield is 0.810. (5) The reactants are [NH2:1][C:2]1[S:3][C:4]([CH2:11][CH3:12])=[CH:5][C:6]=1[C:7]([O:9]C)=O.Cl[C:14](Cl)([O:16]C(=O)OC(Cl)(Cl)Cl)Cl.C(N(CC)CC)C.[CH3:32][O:33][CH2:34][CH2:35][NH2:36]. The catalyst is C(Cl)Cl. The product is [CH2:11]([C:4]1[S:3][C:2]2[NH:1][C:14](=[O:16])[N:36]([CH2:35][CH2:34][O:33][CH3:32])[C:7](=[O:9])[C:6]=2[CH:5]=1)[CH3:12]. The yield is 0.810. (6) The reactants are [ClH:1].CCOCC.[NH2:7][C:8]1[S:9][CH2:10][C@@H:11]2[CH2:16][C@@H:15]([OH:17])[CH2:14][C@:12]2([C:18]2[CH:19]=[C:20]([C:24]3[CH:29]=[CH:28][CH:27]=[C:26]([O:30][CH3:31])[CH:25]=3)[CH:21]=[CH:22][CH:23]=2)[N:13]=1. The catalyst is ClCCl.CO. The product is [ClH:1].[NH2:7][C:8]1[S:9][CH2:10][C@@H:11]2[CH2:16][C@@H:15]([OH:17])[CH2:14][C@:12]2([C:18]2[CH:19]=[C:20]([C:24]3[CH:29]=[CH:28][CH:27]=[C:26]([O:30][CH3:31])[CH:25]=3)[CH:21]=[CH:22][CH:23]=2)[N:13]=1. The yield is 0.860. (7) The reactants are FC(F)(F)S([O:6][S:7]([C:10]([F:13])([F:12])[F:11])(=[O:9])=[O:8])(=O)=O.[F:16][C:17]1[CH:18]=[C:19](O)[CH:20]=[CH:21][C:22]=1[N+:23]([O-:25])=[O:24].N1C=CC=CC=1.[Cl-].[Na+]. The catalyst is C(Cl)Cl. The product is [F:13][C:10]([F:11])([F:12])[S:7]([O:6][C:19]1[CH:20]=[CH:21][C:22]([N+:23]([O-:25])=[O:24])=[C:17]([F:16])[CH:18]=1)(=[O:8])=[O:9]. The yield is 1.00.